This data is from Retrosynthesis with 50K atom-mapped reactions and 10 reaction types from USPTO. The task is: Predict the reactants needed to synthesize the given product. (1) The reactants are: NC1CCN(Cc2ccccc2)CC1.O=C(OC(=O)C(F)(F)F)C(F)(F)F. Given the product O=C(NC1CCN(Cc2ccccc2)CC1)C(F)(F)F, predict the reactants needed to synthesize it. (2) Given the product CC(C)(C)OC(=O)N1CCN(C(=O)c2ccc(Br)cc2F)CC1, predict the reactants needed to synthesize it. The reactants are: CC(C)(C)OC(=O)N1CCNCC1.O=C(O)c1ccc(Br)cc1F. (3) Given the product CC(C)(C)OC(=O)NCCc1c[nH]c2ccc(CO)cc12, predict the reactants needed to synthesize it. The reactants are: CCOC(=O)c1ccc2[nH]cc(CCNC(=O)OC(C)(C)C)c2c1. (4) Given the product O=C(O)CC1CCN(c2ccccc2NC(=O)c2cccc(Cl)c2)CC1, predict the reactants needed to synthesize it. The reactants are: CCOC(=O)CC1CCN(c2ccccc2NC(=O)c2cccc(Cl)c2)CC1. (5) Given the product CCCc1c(OC(C(=O)NS(=O)(=O)c2ccc(C(C)C)cc2)c2ccc3c(c2)OCO3)ccc(C(C)(C)C)c1CO[SiH](C)C, predict the reactants needed to synthesize it. The reactants are: CC(C)c1ccc(S(N)(=O)=O)cc1.CCCc1c(OC(C(=O)O)c2ccc3c(c2)OCO3)ccc(C(C)(C)C)c1CO[SiH](C)C. (6) The reactants are: CC(C)Br.O=Cc1ccc(O)cn1. Given the product CC(C)Oc1ccc(C=O)nc1, predict the reactants needed to synthesize it. (7) Given the product COc1c(C(=O)N(C)c2c(Br)cc(C(F)(C(F)(F)F)C(F)(F)F)cc2Br)cccc1N(C)C(=O)c1ccncc1, predict the reactants needed to synthesize it. The reactants are: CI.COc1c(C(=O)Nc2c(Br)cc(C(F)(C(F)(F)F)C(F)(F)F)cc2Br)cccc1N(C)C(=O)c1ccncc1. (8) Given the product CNNC(=O)c1nn(-c2ccccc2)c(N)c1C, predict the reactants needed to synthesize it. The reactants are: Cc1c(C(=O)NN(C)C(=O)OC(C)(C)C)nn(-c2ccccc2)c1N. (9) Given the product COc1ccccc1C1(N(Cc2ccccc2)[C@@H](C)C(=O)N(C)C)C(=O)Nc2ccc(Cl)cc21, predict the reactants needed to synthesize it. The reactants are: COc1ccccc1C1(Cl)C(=O)Nc2ccc(Cl)cc21.C[C@H](NCc1ccccc1)C(=O)N(C)C.